This data is from Tyrosyl-DNA phosphodiesterase HTS with 341,365 compounds. The task is: Binary Classification. Given a drug SMILES string, predict its activity (active/inactive) in a high-throughput screening assay against a specified biological target. (1) The molecule is O1c2cc(CNc3nc(nc4n(nnc34)Cc3ccccc3)C)ccc2OC1. The result is 0 (inactive). (2) The compound is S(c1c([N+]([O-])=O)cc(cc1)C(=O)N)c1n(ccn1)C. The result is 0 (inactive). (3) The molecule is Clc1c(c(F)ccc1)/C=N\NC(=O)CNC(=O)c1sccc1. The result is 0 (inactive). (4) The compound is N\1(CCCC1=N\c1c(cc(cc1C#N)C)C)Cc1ccccc1. The result is 0 (inactive). (5) The compound is Brc1c(OCCCOc2c(OCC)cccc2)ccc(c1)C. The result is 0 (inactive). (6) The compound is O=C(Nc1cc(OC)cc(OC)c1)CN1CCN(CC1)CC(=O)Nc1ccc(OC)cc1. The result is 0 (inactive). (7) The result is 0 (inactive). The molecule is OC1=C(O)C(=O)C(O)=C(O)C1=O.